This data is from CYP2D6 inhibition data for predicting drug metabolism from PubChem BioAssay. The task is: Regression/Classification. Given a drug SMILES string, predict its absorption, distribution, metabolism, or excretion properties. Task type varies by dataset: regression for continuous measurements (e.g., permeability, clearance, half-life) or binary classification for categorical outcomes (e.g., BBB penetration, CYP inhibition). Dataset: cyp2d6_veith. The compound is COc1ccc(-c2ccc(=O)n(CC(=O)Nc3nnc(C(C)C)s3)n2)cc1OC. The result is 0 (non-inhibitor).